Dataset: Blood-brain barrier permeability classification from the B3DB database. Task: Regression/Classification. Given a drug SMILES string, predict its absorption, distribution, metabolism, or excretion properties. Task type varies by dataset: regression for continuous measurements (e.g., permeability, clearance, half-life) or binary classification for categorical outcomes (e.g., BBB penetration, CYP inhibition). Dataset: b3db_classification. (1) The drug is CC(C)(CO)C(O)C(=O)NCCCC(=O)O. The result is 1 (penetrates BBB). (2) The molecule is CO/N=C(\C(=O)N[C@@H]1C(=O)N2C(C(=O)O)=C(COC(N)=O)CS[C@H]12)c1ccco1. The result is 0 (does not penetrate BBB). (3) The compound is CNCCCC12CCC(c3ccccc31)c1ccccc12. The result is 1 (penetrates BBB). (4) The drug is CC(C)(S)C(N)C(=O)O. The result is 0 (does not penetrate BBB). (5) The drug is CCOC(=O)[C@]1(N)[C@@H](S(=O)(=O)c2ccc(C)cc2)[C@@H]1c1ccccc1. The result is 0 (does not penetrate BBB). (6) The drug is CCCCCCn1ccc(=O)c(O)c1C. The result is 1 (penetrates BBB).